Dataset: NCI-60 drug combinations with 297,098 pairs across 59 cell lines. Task: Regression. Given two drug SMILES strings and cell line genomic features, predict the synergy score measuring deviation from expected non-interaction effect. (1) Drug 1: CC12CCC3C(C1CCC2=O)CC(=C)C4=CC(=O)C=CC34C. Drug 2: CC(C)(C#N)C1=CC(=CC(=C1)CN2C=NC=N2)C(C)(C)C#N. Cell line: MDA-MB-231. Synergy scores: CSS=31.4, Synergy_ZIP=-0.628, Synergy_Bliss=-1.78, Synergy_Loewe=-0.708, Synergy_HSA=-1.37. (2) Drug 1: CCC1(CC2CC(C3=C(CCN(C2)C1)C4=CC=CC=C4N3)(C5=C(C=C6C(=C5)C78CCN9C7C(C=CC9)(C(C(C8N6C=O)(C(=O)OC)O)OC(=O)C)CC)OC)C(=O)OC)O.OS(=O)(=O)O. Synergy scores: CSS=29.9, Synergy_ZIP=0.217, Synergy_Bliss=-0.361, Synergy_Loewe=-37.1, Synergy_HSA=-1.25. Cell line: BT-549. Drug 2: CN1C(=O)N2C=NC(=C2N=N1)C(=O)N. (3) Drug 1: C1=C(C(=O)NC(=O)N1)F. Drug 2: CCC1=C2CN3C(=CC4=C(C3=O)COC(=O)C4(CC)O)C2=NC5=C1C=C(C=C5)O. Cell line: A498. Synergy scores: CSS=47.2, Synergy_ZIP=-11.0, Synergy_Bliss=-15.2, Synergy_Loewe=-8.62, Synergy_HSA=-8.16. (4) Drug 1: CC(C)(C1=NC(=CC=C1)N2C3=NC(=NC=C3C(=O)N2CC=C)NC4=CC=C(C=C4)N5CCN(CC5)C)O. Drug 2: B(C(CC(C)C)NC(=O)C(CC1=CC=CC=C1)NC(=O)C2=NC=CN=C2)(O)O. Cell line: HT29. Synergy scores: CSS=61.7, Synergy_ZIP=1.71, Synergy_Bliss=3.29, Synergy_Loewe=-2.75, Synergy_HSA=3.86. (5) Drug 1: CN(C)C1=NC(=NC(=N1)N(C)C)N(C)C. Drug 2: CC1CCCC2(C(O2)CC(NC(=O)CC(C(C(=O)C(C1O)C)(C)C)O)C(=CC3=CSC(=N3)C)C)C. Cell line: SK-MEL-28. Synergy scores: CSS=-3.77, Synergy_ZIP=2.76, Synergy_Bliss=3.28, Synergy_Loewe=-6.58, Synergy_HSA=-2.42. (6) Drug 1: CC1CCC2CC(C(=CC=CC=CC(CC(C(=O)C(C(C(=CC(C(=O)CC(OC(=O)C3CCCCN3C(=O)C(=O)C1(O2)O)C(C)CC4CCC(C(C4)OC)O)C)C)O)OC)C)C)C)OC. Drug 2: C(CCl)NC(=O)N(CCCl)N=O. Cell line: SK-MEL-5. Synergy scores: CSS=23.2, Synergy_ZIP=-5.70, Synergy_Bliss=-0.534, Synergy_Loewe=-4.73, Synergy_HSA=0.813.